From a dataset of Catalyst prediction with 721,799 reactions and 888 catalyst types from USPTO. Predict which catalyst facilitates the given reaction. Reactant: [OH:1][C:2]1[CH:9]=[C:8]([O:10][CH3:11])[CH:7]=[CH:6][C:3]=1[CH:4]=[O:5].[Cl:12]N1C(=O)CCC1=O.[N+]([O-])([O-])=O.[NH4+]. Product: [Cl:12][C:7]1[C:8]([O:10][CH3:11])=[CH:9][C:2]([OH:1])=[C:3]([CH:6]=1)[CH:4]=[O:5]. The catalyst class is: 10.